This data is from Full USPTO retrosynthesis dataset with 1.9M reactions from patents (1976-2016). The task is: Predict the reactants needed to synthesize the given product. The reactants are: [N:1]([C:4]1[C:5]2[NH:12][CH:11]=[C:10]([C@@H:13]3[N:17]([C:18]([O:20][C:21]([CH3:24])([CH3:23])[CH3:22])=[O:19])[C@H:16]([CH2:25][O:26][C:27](=[O:41])[C@@H:28]([NH:33][C:34]([O:36][C:37]([CH3:40])([CH3:39])[CH3:38])=[O:35])[CH2:29][CH:30]([CH3:32])[CH3:31])[C@H:15]4[O:42][C:43]([CH3:46])([CH3:45])[O:44][C@@H:14]34)[C:6]=2[N:7]=[CH:8][N:9]=1)=[N+]=[N-]. Given the product [NH2:1][C:4]1[C:5]2[NH:12][CH:11]=[C:10]([C@@H:13]3[N:17]([C:18]([O:20][C:21]([CH3:24])([CH3:23])[CH3:22])=[O:19])[C@H:16]([CH2:25][O:26][C:27](=[O:41])[C@@H:28]([NH:33][C:34]([O:36][C:37]([CH3:40])([CH3:39])[CH3:38])=[O:35])[CH2:29][CH:30]([CH3:32])[CH3:31])[C@H:15]4[O:42][C:43]([CH3:45])([CH3:46])[O:44][C@@H:14]34)[C:6]=2[N:7]=[CH:8][N:9]=1, predict the reactants needed to synthesize it.